From a dataset of Forward reaction prediction with 1.9M reactions from USPTO patents (1976-2016). Predict the product of the given reaction. Given the reactants C[N+]1([O-])CC[O:5]CC1.[CH3:9][N:10]([CH3:29])[C:11]([C:13]1[N:14]=[CH:15][N:16]2[C:21]3[CH:22]=[CH:23][CH:24]=[C:25](CC=C)[C:20]=3[O:19][CH2:18][C:17]=12)=[O:12].[CH3:30][C:31]([CH3:33])=[O:32].O, predict the reaction product. The product is: [OH:32][CH:31]([CH2:33][OH:5])[CH2:30][C:25]1[C:20]2[O:19][CH2:18][C:17]3=[C:13]([C:11]([N:10]([CH3:29])[CH3:9])=[O:12])[N:14]=[CH:15][N:16]3[C:21]=2[CH:22]=[CH:23][CH:24]=1.